This data is from Peptide-MHC class II binding affinity with 134,281 pairs from IEDB. The task is: Regression. Given a peptide amino acid sequence and an MHC pseudo amino acid sequence, predict their binding affinity value. This is MHC class II binding data. (1) The peptide sequence is CPRYVKQLTKLATGMRNVPE. The MHC is DRB1_1501 with pseudo-sequence DRB1_1501. The binding affinity (normalized) is 0.00629. (2) The peptide sequence is AQIKYLVRMRSWPGG. The MHC is DRB1_0405 with pseudo-sequence DRB1_0405. The binding affinity (normalized) is 0.466. (3) The peptide sequence is QTDIPSEPWNTGHDW. The MHC is HLA-DQA10201-DQB10303 with pseudo-sequence HLA-DQA10201-DQB10303. The binding affinity (normalized) is 0.236.